Dataset: Forward reaction prediction with 1.9M reactions from USPTO patents (1976-2016). Task: Predict the product of the given reaction. (1) Given the reactants [CH:1]1([NH2:7])[CH2:6][CH2:5][CH2:4][CH2:3][CH2:2]1.[CH2:8]([O:10][C:11](=[O:15])[CH2:12][CH2:13]Cl)[CH3:9].C([O-])([O-])=O.[K+].[K+], predict the reaction product. The product is: [CH2:8]([O:10][C:11](=[O:15])[CH2:12][CH2:13][NH:7][CH:1]1[CH2:6][CH2:5][CH2:4][CH2:3][CH2:2]1)[CH3:9]. (2) Given the reactants [F:1][C:2]1[C:11]2[O:10][CH2:9][CH:8]([NH:12][CH2:13][CH2:14][CH2:15][C:16]3[C:24]4[C:19](=[CH:20][CH:21]=[C:22]([F:25])[CH:23]=4)[NH:18][CH:17]=3)[CH2:7][C:6]=2[C:5]([C:26]([NH2:28])=[O:27])=[CH:4][CH:3]=1.[CH:29](=O)[CH3:30].C(O)(=O)C.C([BH3-])#N.[Na+], predict the reaction product. The product is: [CH2:29]([N:12]([CH2:13][CH2:14][CH2:15][C:16]1[C:24]2[C:19](=[CH:20][CH:21]=[C:22]([F:25])[CH:23]=2)[NH:18][CH:17]=1)[CH:8]1[CH2:7][C:6]2[C:5]([C:26]([NH2:28])=[O:27])=[CH:4][CH:3]=[C:2]([F:1])[C:11]=2[O:10][CH2:9]1)[CH3:30].